Predict the product of the given reaction. From a dataset of Forward reaction prediction with 1.9M reactions from USPTO patents (1976-2016). (1) Given the reactants CC([NH:9][S:10](/[CH:13]=[CH:14]/[C:15]1[CH:20]=[CH:19][CH:18]=[CH:17][C:16]=1[Cl:21])(=[O:12])=[O:11])(C)CC(C)(C)C.FC(F)(F)C(O)=O, predict the reaction product. The product is: [Cl:21][C:16]1[CH:17]=[CH:18][CH:19]=[CH:20][C:15]=1/[CH:14]=[CH:13]/[S:10]([NH2:9])(=[O:11])=[O:12]. (2) Given the reactants [CH:1]1([C:4]2[CH:5]=[C:6]([C:22]([O:24][CH2:25][CH3:26])=[O:23])[C:7]3[CH:12]=[N:11][N:10](CC4C=CC(OC)=CC=4)[C:8]=3[N:9]=2)[CH2:3][CH2:2]1.FC(F)(F)C(O)=O.C1(OC)C=CC=CC=1, predict the reaction product. The product is: [CH:1]1([C:4]2[CH:5]=[C:6]([C:22]([O:24][CH2:25][CH3:26])=[O:23])[C:7]3[CH:12]=[N:11][NH:10][C:8]=3[N:9]=2)[CH2:2][CH2:3]1. (3) The product is: [CH3:1][O:2][C:3]1[CH:8]=[CH:7][C:6]([NH:9][S:28]([C:24]2[CH:25]=[CH:26][CH:27]=[C:22]([O:21][C:20]([F:19])([F:32])[F:33])[CH:23]=2)(=[O:30])=[O:29])=[CH:5][C:4]=1[CH:10]1[CH2:14][CH2:13][N:12]([C:15](=[O:18])[CH2:16][CH3:17])[CH2:11]1. Given the reactants [CH3:1][O:2][C:3]1[CH:8]=[CH:7][C:6]([NH2:9])=[CH:5][C:4]=1[CH:10]1[CH2:14][CH2:13][N:12]([C:15](=[O:18])[CH2:16][CH3:17])[CH2:11]1.[F:19][C:20]([F:33])([F:32])[O:21][C:22]1[CH:23]=[C:24]([S:28](Cl)(=[O:30])=[O:29])[CH:25]=[CH:26][CH:27]=1, predict the reaction product. (4) Given the reactants CC(N=C=NC(C)C)C.Cl.[CH3:11][O:12][C:13](=[O:23])[C@H:14]([CH2:16][C:17]1[CH:22]=[CH:21][CH:20]=[CH:19][CH:18]=1)[NH2:15].[C:24]1([CH3:34])[CH:29]=[CH:28][C:27]([CH2:30][C:31](O)=[O:32])=[CH:26][CH:25]=1, predict the reaction product. The product is: [CH3:34][C:24]1[CH:29]=[CH:28][C:27]([CH2:30][C:31]([NH:15][C@@H:14]([CH2:16][C:17]2[CH:22]=[CH:21][CH:20]=[CH:19][CH:18]=2)[C:13]([O:12][CH3:11])=[O:23])=[O:32])=[CH:26][CH:25]=1.